This data is from NCI-60 drug combinations with 297,098 pairs across 59 cell lines. The task is: Regression. Given two drug SMILES strings and cell line genomic features, predict the synergy score measuring deviation from expected non-interaction effect. (1) Drug 1: CCC1(CC2CC(C3=C(CCN(C2)C1)C4=CC=CC=C4N3)(C5=C(C=C6C(=C5)C78CCN9C7C(C=CC9)(C(C(C8N6C=O)(C(=O)OC)O)OC(=O)C)CC)OC)C(=O)OC)O.OS(=O)(=O)O. Drug 2: CC1C(C(CC(O1)OC2CC(CC3=C2C(=C4C(=C3O)C(=O)C5=C(C4=O)C(=CC=C5)OC)O)(C(=O)CO)O)N)O.Cl. Cell line: SK-MEL-2. Synergy scores: CSS=46.9, Synergy_ZIP=11.1, Synergy_Bliss=11.7, Synergy_Loewe=5.12, Synergy_HSA=9.13. (2) Cell line: 786-0. Drug 1: CC1OCC2C(O1)C(C(C(O2)OC3C4COC(=O)C4C(C5=CC6=C(C=C35)OCO6)C7=CC(=C(C(=C7)OC)O)OC)O)O. Drug 2: CC1C(C(CC(O1)OC2CC(CC3=C2C(=C4C(=C3O)C(=O)C5=CC=CC=C5C4=O)O)(C(=O)C)O)N)O. Synergy scores: CSS=66.5, Synergy_ZIP=-1.17, Synergy_Bliss=-1.88, Synergy_Loewe=0.450, Synergy_HSA=1.78.